Dataset: Reaction yield outcomes from USPTO patents with 853,638 reactions. Task: Predict the reaction yield, written as a fraction of the theoretical maximum amount of product (1.0 means a 100% yield; for example, 0.34 means a 34% yield). (1) The reactants are [OH-].[Li+].[CH3:3][C:4]([O:7][C@H:8]([CH3:42])[C@@H:9]([C:38]([O:40]C)=[O:39])[NH:10][C:11]([C:13]1[CH:18]=[CH:17][C:16]([C:19]2[CH:24]=[CH:23][CH:22]=[CH:21][CH:20]=2)=[CH:15][C:14]=1[NH:25][C:26]([NH:28][C:29]1[C:34]([CH3:35])=[CH:33][C:32]([CH3:36])=[CH:31][C:30]=1[CH3:37])=[O:27])=[O:12])([CH3:6])[CH3:5].CO.O. The catalyst is C1COCC1. The product is [CH3:6][C:4]([O:7][C@H:8]([CH3:42])[C@@H:9]([C:38]([OH:40])=[O:39])[NH:10][C:11]([C:13]1[CH:18]=[CH:17][C:16]([C:19]2[CH:24]=[CH:23][CH:22]=[CH:21][CH:20]=2)=[CH:15][C:14]=1[NH:25][C:26]([NH:28][C:29]1[C:34]([CH3:35])=[CH:33][C:32]([CH3:36])=[CH:31][C:30]=1[CH3:37])=[O:27])=[O:12])([CH3:3])[CH3:5]. The yield is 0.810. (2) The reactants are Cl[C:2]1[N:7]=[CH:6][C:5]([C:8]2([C:16]#[N:17])[CH2:13][CH2:12][C:11]([F:15])([F:14])[CH2:10][CH2:9]2)=[CH:4][CH:3]=1.[Br:18][Si](C)(C)C.O.[OH-].[Na+]. The catalyst is C(#N)CCC. The product is [Br:18][C:2]1[N:7]=[CH:6][C:5]([C:8]2([C:16]#[N:17])[CH2:13][CH2:12][C:11]([F:15])([F:14])[CH2:10][CH2:9]2)=[CH:4][CH:3]=1. The yield is 0.650.